This data is from Catalyst prediction with 721,799 reactions and 888 catalyst types from USPTO. The task is: Predict which catalyst facilitates the given reaction. Reactant: [NH2:1][C:2]1[CH:7]=[CH:6][N:5]([CH2:8][CH2:9][CH2:10][CH2:11][C:12]2[S:16][C:15]([C:17]([NH:19][CH2:20][C:21]3[CH:22]=[N:23][C:24]([CH3:27])=[CH:25][CH:26]=3)=[O:18])=[N:14][N:13]=2)[C:4](=[O:28])[C:3]=1[F:29].[CH:30]1([CH2:34][C:35](O)=[O:36])[CH2:33][CH2:32][CH2:31]1.C(P1(=O)OP(CCC)(=O)OP(CCC)(=O)O1)CC.CCOC(C)=O. Product: [CH:30]1([CH2:34][C:35]([NH:1][C:2]2[CH:7]=[CH:6][N:5]([CH2:8][CH2:9][CH2:10][CH2:11][C:12]3[S:16][C:15]([C:17]([NH:19][CH2:20][C:21]4[CH:22]=[N:23][C:24]([CH3:27])=[CH:25][CH:26]=4)=[O:18])=[N:14][N:13]=3)[C:4](=[O:28])[C:3]=2[F:29])=[O:36])[CH2:33][CH2:32][CH2:31]1. The catalyst class is: 3.